Dataset: Forward reaction prediction with 1.9M reactions from USPTO patents (1976-2016). Task: Predict the product of the given reaction. (1) Given the reactants [N:1]1([CH2:7][CH2:8][C:9]([OH:11])=O)[CH2:6][CH2:5]CC[CH2:2]1.[CH:12](N(CC)C(C)C)([CH3:14])[CH3:13].F[B-](F)(F)F.O=C1C=CC=C[N:28]1OC(N(C)C)=[N+](C)C.NC[C:43]1[CH:48]=[CH:47][C:46]([C:49]2[NH:66][C:52]3[N:53]=[CH:54][N:55]=[C:56]([NH:57][C@@H:58]([C:60]4[CH:65]=[CH:64][CH:63]=[CH:62][CH:61]=4)[CH3:59])[C:51]=3[CH:50]=2)=[CH:45][CH:44]=1, predict the reaction product. The product is: [C:46]1([C@H:49]([NH:66][C:52]2[C:51]3[CH:59]=[C:58]([CH:60]([CH:61]4[CH2:62][CH2:2][N:1]([CH2:7][CH2:8][C:9]([NH2:28])=[O:11])[CH2:6][CH2:5]4)[C:65]4[CH:14]=[CH:12][CH:13]=[CH:63][CH:64]=4)[NH:57][C:56]=3[N:55]=[CH:54][N:53]=2)[CH3:50])[CH:45]=[CH:44][CH:43]=[CH:48][CH:47]=1. (2) The product is: [F:30][C:4]([F:3])([F:29])[C:5]1[CH:28]=[CH:27][C:8]2[NH:9][C:10]([C:12]3[C:24]4[C:23]5[C:18](=[CH:19][CH:20]=[CH:21][CH:22]=5)[CH:17]([NH2:25])[C:16]=4[CH:15]=[CH:14][CH:13]=3)=[N:11][C:7]=2[CH:6]=1. Given the reactants [H][H].[F:3][C:4]([F:30])([F:29])[C:5]1[CH:28]=[CH:27][C:8]2[NH:9][C:10]([C:12]3[C:24]4[C:23]5[C:18](=[CH:19][CH:20]=[CH:21][CH:22]=5)[C:17](=[N:25]O)[C:16]=4[CH:15]=[CH:14][CH:13]=3)=[N:11][C:7]=2[CH:6]=1, predict the reaction product. (3) Given the reactants [Br:1][C:2]1[CH:7]=[CH:6][C:5]([OH:8])=[CH:4][CH:3]=1.[OH-].[Na+].[Cl:11][C:12]1[N:17]=[C:16](Cl)[CH:15]=[CH:14][N:13]=1, predict the reaction product. The product is: [Br:1][C:2]1[CH:7]=[CH:6][C:5]([O:8][C:14]2[CH:15]=[CH:16][N:17]=[C:12]([Cl:11])[N:13]=2)=[CH:4][CH:3]=1. (4) Given the reactants [CH2:1]([O:8][C:9]1[CH:18]=[CH:17][CH:16]=[C:15]2[C:10]=1[CH2:11][CH2:12][CH2:13][CH2:14]2)[C:2]1[CH:7]=[CH:6][CH:5]=[CH:4][CH:3]=1.[CH3:19][O:20]C(Cl)Cl, predict the reaction product. The product is: [CH2:1]([O:8][C:9]1[C:10]2[CH2:11][CH2:12][CH2:13][CH2:14][C:15]=2[C:16]([CH:19]=[O:20])=[CH:17][CH:18]=1)[C:2]1[CH:3]=[CH:4][CH:5]=[CH:6][CH:7]=1. (5) Given the reactants [NH2:1][C:2]1[N:15]=[CH:14][C:13]([Br:16])=[CH:12][C:3]=1[C:4]([NH:6][CH2:7][CH2:8][N:9]([CH3:11])[CH3:10])=O, predict the reaction product. The product is: [Br:16][C:13]1[CH:12]=[C:3]([CH2:4][NH:6][CH2:7][CH2:8][N:9]([CH3:11])[CH3:10])[C:2]([NH2:1])=[N:15][CH:14]=1. (6) Given the reactants [Cl:1][C:2]1[CH:3]=[C:4]([C:11]2[CH:12]=[C:13]3[C:18](=[CH:19][CH:20]=2)[N:17]=[CH:16][C:15]([C:21]([CH:23]2[CH2:25][CH2:24]2)=[O:22])=[C:14]3[NH:26][CH:27]2[CH2:32][CH2:31][C:30]([N:34](CC=C)CC=C)([CH3:33])[CH2:29][CH2:28]2)[CH:5]=[C:6]([O:9][CH3:10])[C:7]=1[OH:8], predict the reaction product. The product is: [NH2:34][C:30]1([CH3:33])[CH2:31][CH2:32][CH:27]([NH:26][C:14]2[C:13]3[C:18](=[CH:19][CH:20]=[C:11]([C:4]4[CH:5]=[C:6]([O:9][CH3:10])[C:7]([OH:8])=[C:2]([Cl:1])[CH:3]=4)[CH:12]=3)[N:17]=[CH:16][C:15]=2[C:21]([CH:23]2[CH2:25][CH2:24]2)=[O:22])[CH2:28][CH2:29]1.